Task: Predict which catalyst facilitates the given reaction.. Dataset: Catalyst prediction with 721,799 reactions and 888 catalyst types from USPTO (1) Reactant: [N-:1]=[C:2]=[O:3].[F:4][C:5]1[CH:20]=[CH:19][C:8]([O:9][C@@H:10]2[C@H:14]3[O:15][CH2:16][C@H:17](N)[C@H:13]3[O:12][CH2:11]2)=[CH:7][CH:6]=1.F[C:22]([F:27])([F:26])[C:23](O)=O.[CH:28]([N:31](C(C)C)[CH2:32]C)(C)[CH3:29]. Product: [F:4][C:5]1[CH:20]=[CH:19][C:8]([O:9][C@@H:10]2[C@H:14]3[O:15][CH2:16][C@H:17]([NH:1][C:2]([N:31]4[CH2:28][CH2:29][C:22]([F:27])([F:26])[CH2:23][CH2:32]4)=[O:3])[C@H:13]3[O:12][CH2:11]2)=[CH:7][CH:6]=1. The catalyst class is: 30. (2) Reactant: [NH:1]([C:27]([O:29][C:30]([CH3:33])([CH3:32])[CH3:31])=[O:28])[C@H:2]([C:24]([OH:26])=O)[CH2:3][CH2:4][CH2:5][NH:6][C:7](=[NH:23])[NH:8][S:9]([C:12]1[C:21]([CH3:22])=[C:19]([CH3:20])[C:16]([O:17][CH3:18])=[CH:15][C:13]=1[CH3:14])(=[O:11])=[O:10].N1C=CC=CC=1.N1C(F)=NC(F)=NC=1F. Product: [C:30]([O:29][C:27](=[O:28])[NH:1][CH:2]1[CH2:3][CH2:4][CH2:5][N:6]([C:7](=[NH:23])[NH:8][S:9]([C:12]2[C:13]([CH3:14])=[CH:15][C:16]([O:17][CH3:18])=[C:19]([CH3:20])[C:21]=2[CH3:22])(=[O:11])=[O:10])[C:24]1=[O:26])([CH3:33])([CH3:32])[CH3:31]. The catalyst class is: 2.